Task: Predict which catalyst facilitates the given reaction.. Dataset: Catalyst prediction with 721,799 reactions and 888 catalyst types from USPTO (1) Reactant: [Cl:1][C:2]1[N:7]=[C:6](Cl)[CH:5]=[C:4]([C:9]([O:11][CH3:12])=[O:10])[N:3]=1.[CH3:13][C:14]1([OH:20])[CH2:19][CH2:18][NH:17][CH2:16][CH2:15]1.C(=O)([O-])[O-].[Na+].[Na+]. Product: [Cl:1][C:2]1[N:3]=[C:4]([C:9]([O:11][CH3:12])=[O:10])[CH:5]=[C:6]([N:17]2[CH2:18][CH2:19][C:14]([OH:20])([CH3:13])[CH2:15][CH2:16]2)[N:7]=1. The catalyst class is: 5. (2) Reactant: [Cl:1][C:2]1[CH:10]=[CH:9][CH:8]=[C:7]2[C:3]=1[C:4](=[O:12])[NH:5][C:6]2=[O:11].[F:13][C:14]1[CH:21]=[CH:20][C:17]([CH2:18]N)=[CH:16][CH:15]=1. Product: [Cl:1][C:2]1[CH:10]=[CH:9][CH:8]=[C:7]2[C:3]=1[C:4](=[O:12])[N:5]([CH2:18][C:17]1[CH:20]=[CH:21][C:14]([F:13])=[CH:15][CH:16]=1)[C:6]2=[O:11]. The catalyst class is: 15. (3) Reactant: [CH3:1][C:2]1[S:6][CH:5]=[C:4]([S:7]([NH2:10])(=[O:9])=[O:8])[CH:3]=1.[H-].[Na+].[CH2:13]([N:23]=[C:24]=[O:25])[CH2:14][CH2:15][CH2:16][CH2:17][CH2:18][CH2:19][N:20]=[C:21]=[O:22]. Product: [CH2:13]([NH:23][C:24]([NH:10][S:7]([C:4]1[CH:3]=[C:2]([CH3:1])[S:6][CH:5]=1)(=[O:9])=[O:8])=[O:25])[CH2:14][CH2:15][CH2:16][CH2:17][CH2:18][CH2:19][NH:20][C:21]([NH:10][S:7]([C:4]1[CH:3]=[C:2]([CH3:1])[S:6][CH:5]=1)(=[O:9])=[O:8])=[O:22]. The catalyst class is: 9. (4) Reactant: [Br:1][C:2]1[CH:11]=[CH:10][C:5]([C:6]([O:8]C)=O)=[C:4]([CH2:12]Br)[CH:3]=1.[NH2:14][C:15]1[CH:20]=[CH:19][CH:18]=[CH:17][CH:16]=1. Product: [Br:1][C:2]1[CH:3]=[C:4]2[C:5](=[CH:10][CH:11]=1)[C:6](=[O:8])[N:14]([C:15]1[CH:20]=[CH:19][CH:18]=[CH:17][CH:16]=1)[CH2:12]2. The catalyst class is: 5. (5) Reactant: [C:1](N1C=CN=C1)(N1C=CN=C1)=[O:2].[CH2:13]([O:20][NH:21][CH2:22][CH2:23][CH2:24][CH2:25][CH2:26][CH2:27][N:28]1[C:34](=[O:35])[C:33]2[CH:36]=[CH:37][CH:38]=[CH:39][C:32]=2[O:31][C:30]2[CH:40]=[CH:41][CH:42]=[CH:43][C:29]1=2)[C:14]1[CH:19]=[CH:18][CH:17]=[CH:16][CH:15]=1.C(O)=O. Product: [CH2:13]([O:20][N:21]([CH2:22][CH2:23][CH2:24][CH2:25][CH2:26][CH2:27][N:28]1[C:34](=[O:35])[C:33]2[CH:36]=[CH:37][CH:38]=[CH:39][C:32]=2[O:31][C:30]2[CH:40]=[CH:41][CH:42]=[CH:43][C:29]1=2)[CH:1]=[O:2])[C:14]1[CH:19]=[CH:18][CH:17]=[CH:16][CH:15]=1. The catalyst class is: 56. (6) Reactant: Cl[C:2]1C=CC=C(C(OO)=O)[CH:3]=1.C(S[C:15]1[C:16]([C:21]([NH:23][C:24]2[CH:29]=[CH:28][C:27]([C:30]([O:37][CH3:38])([O:35][CH3:36])[C:31]([F:34])([F:33])[F:32])=[CH:26][CH:25]=2)=[O:22])=[N:17][CH:18]=[CH:19][CH:20]=1)C.C(=O)(O)[O-].[Na+].[S:44]([O-:48])([O-])(=[O:46])=S.[Na+].[Na+]. Product: [CH2:2]([S:44]([C:15]1[C:16]([C:21]([NH:23][C:24]2[CH:29]=[CH:28][C:27]([C:30]([O:37][CH3:38])([O:35][CH3:36])[C:31]([F:34])([F:32])[F:33])=[CH:26][CH:25]=2)=[O:22])=[N:17][CH:18]=[CH:19][CH:20]=1)(=[O:48])=[O:46])[CH3:3]. The catalyst class is: 22. (7) Reactant: [Cl:1][C:2]1[CH:11]=[C:10]2[C:5]([C:6]([OH:19])=[C:7]([C:13]3[O:17][N:16]=[C:15]([CH3:18])[CH:14]=3)[C:8](=[O:12])[NH:9]2)=[CH:4][C:3]=1[C:20]1[CH:25]=[CH:24][C:23]([N:26]([CH3:28])[CH3:27])=[CH:22][CH:21]=1.[OH-].[OH:30][CH2:31][CH2:32][N+:33]([CH3:36])([CH3:35])[CH3:34].O. Product: [OH:30][CH2:31][CH2:32][N+:33]([CH3:36])([CH3:35])[CH3:34].[Cl:1][C:2]1[CH:11]=[C:10]2[C:5]([C:6]([O-:19])=[C:7]([C:13]3[O:17][N:16]=[C:15]([CH3:18])[CH:14]=3)[C:8](=[O:12])[NH:9]2)=[CH:4][C:3]=1[C:20]1[CH:25]=[CH:24][C:23]([N:26]([CH3:27])[CH3:28])=[CH:22][CH:21]=1. The catalyst class is: 5. (8) Reactant: Br[C:2]1[CH:3]=[N:4][C:5]([NH:8][C:9]2[CH:14]=[CH:13][C:12]([CH:15]([CH2:19][OH:20])[C:16]([OH:18])=[O:17])=[CH:11][CH:10]=2)=[N:6][CH:7]=1.[F:21][CH:22]([F:39])[O:23][C:24]1[CH:29]=[CH:28][C:27](B2OC(C)(C)C(C)(C)O2)=[CH:26][CH:25]=1.C([O-])([O-])=O.[Na+].[Na+]. Product: [F:21][CH:22]([F:39])[O:23][C:24]1[CH:29]=[CH:28][C:27]([C:2]2[CH:3]=[N:4][C:5]([NH:8][C:9]3[CH:14]=[CH:13][C:12]([CH:15]([CH2:19][OH:20])[C:16]([OH:18])=[O:17])=[CH:11][CH:10]=3)=[N:6][CH:7]=2)=[CH:26][CH:25]=1. The catalyst class is: 77. (9) Reactant: Br[C:2]1[C:3]2[N:10]([CH2:11][CH3:12])[C:9]([C:13]3[C:14]([NH2:18])=[N:15][O:16][N:17]=3)=[N:8][C:4]=2[CH:5]=[N:6][CH:7]=1.[C:19]([C:22]1[CH:27]=[CH:26][C:25](B(O)O)=[CH:24][CH:23]=1)([OH:21])=[O:20].C(=O)([O-])[O-].[Na+].[Na+]. Product: [NH2:18][C:14]1[C:13]([C:9]2[N:10]([CH2:11][CH3:12])[C:3]3[C:2]([C:25]4[CH:26]=[CH:27][C:22]([C:19]([OH:21])=[O:20])=[CH:23][CH:24]=4)=[CH:7][N:6]=[CH:5][C:4]=3[N:8]=2)=[N:17][O:16][N:15]=1. The catalyst class is: 77.